Predict the product of the given reaction. From a dataset of Forward reaction prediction with 1.9M reactions from USPTO patents (1976-2016). (1) Given the reactants [S:1]1[CH:5]=[CH:4][CH:3]=[C:2]1[CH:6]=O.[CH3:8][O:9][CH2:10][CH2:11][NH2:12].[C:13]1(=[O:24])[O:19][C:17](=O)[C:16]2=[CH:20][CH:21]=[CH:22][CH:23]=[C:15]2[CH2:14]1.[CH3:25][O:26][C:27]1[CH:34]=[CH:33][C:30]([CH2:31][NH2:32])=[CH:29][CH:28]=1, predict the reaction product. The product is: [CH3:25][O:26][C:27]1[CH:34]=[CH:33][C:30]([CH2:31][NH:32][C:13]([CH:14]2[C:15]3[C:16](=[CH:20][CH:21]=[CH:22][CH:23]=3)[C:17](=[O:19])[N:12]([CH2:11][CH2:10][O:9][CH3:8])[CH:6]2[C:2]2[S:1][CH:5]=[CH:4][CH:3]=2)=[O:24])=[CH:29][CH:28]=1. (2) Given the reactants [N:1]1[C:6]2[NH:7][CH:8]=[CH:9][C:5]=2[C:4]([C:10]2[CH:11]=[N:12][N:13]([C:15]3([CH2:24][C:25]#[N:26])[CH2:18][N:17]([S:19]([CH2:22][CH3:23])(=[O:21])=[O:20])[CH2:16]3)[CH:14]=2)=[N:3][CH:2]=1.[P:27](=[O:31])([OH:30])([OH:29])[OH:28], predict the reaction product. The product is: [P:27]([OH:31])([OH:30])([OH:29])=[O:28].[N:1]1[C:6]2[NH:7][CH:8]=[CH:9][C:5]=2[C:4]([C:10]2[CH:11]=[N:12][N:13]([C:15]3([CH2:24][C:25]#[N:26])[CH2:16][N:17]([S:19]([CH2:22][CH3:23])(=[O:20])=[O:21])[CH2:18]3)[CH:14]=2)=[N:3][CH:2]=1. (3) Given the reactants [Cl:1][C:2]1[CH:3]=[C:4]([CH:24]=[CH:25][C:26]=1[F:27])[CH2:5][N:6]1[CH2:15][CH2:14][C:13]2[C:12]([C:16](N(C)C)=[O:17])=[N:11][C:10]([OH:21])=[C:9]([OH:22])[C:8]=2[C:7]1=[O:23].[CH3:28][O-:29].[Mg+2].C[O-].[CH2:33](Br)[CH:34]=[CH2:35].Cl, predict the reaction product. The product is: [CH2:33]([N:11]1[C:10](=[O:21])[C:9]([OH:22])=[C:8]2[C:13]([CH2:14][CH2:15][N:6]([CH2:5][C:4]3[CH:24]=[CH:25][C:26]([F:27])=[C:2]([Cl:1])[CH:3]=3)[C:7]2=[O:23])=[C:12]1[C:16]([O:29][CH3:28])=[O:17])[CH:34]=[CH2:35]. (4) Given the reactants [CH3:1][S:2][CH2:3][C:4]1[CH:5]=[CH:6][CH:7]=[C:8]2[C:12]=1[NH:11][CH:10]=[CH:9]2.[CH:13]1([C:16]([C:20]2[CH:25]=[CH:24][C:23]([Cl:26])=[CH:22][CH:21]=2)(O)[CH2:17][CH3:18])[CH2:15][CH2:14]1.C1(C(C2C3C(=C(CSC)C=CC=3)NC=2)(C2C=CC(OC)=C(F)C=2)C)CC1, predict the reaction product. The product is: [Cl:26][C:23]1[CH:24]=[CH:25][C:20]([C:16]([C:9]2[C:8]3[C:12](=[C:4]([CH2:3][S:2][CH3:1])[CH:5]=[CH:6][CH:7]=3)[NH:11][CH:10]=2)([CH:13]2[CH2:15][CH2:14]2)[CH2:17][CH3:18])=[CH:21][CH:22]=1.